This data is from Forward reaction prediction with 1.9M reactions from USPTO patents (1976-2016). The task is: Predict the product of the given reaction. (1) Given the reactants Br[C:2]1[CH:7]=[CH:6][CH:5]=[CH:4][N:3]=1.C([Mg]Cl)(C)C.[CH:13]1(/[CH:18]=[N:19]/[S@@:20]([C:22]([CH3:25])([CH3:24])[CH3:23])=[O:21])[CH2:17][CH2:16][CH2:15][CH2:14]1, predict the reaction product. The product is: [CH:13]1([C@@H:18]([C:2]2[CH:7]=[CH:6][CH:5]=[CH:4][N:3]=2)[NH:19][S:20]([C:22]([CH3:25])([CH3:24])[CH3:23])=[O:21])[CH2:14][CH2:15][CH2:16][CH2:17]1. (2) Given the reactants [C:1]([OH:7])(=O)[CH2:2][CH2:3][CH2:4][CH3:5].C(Cl)(=O)C(C)(C)C.[Cl-].[Li+].[CH:17]([C@H:20]1[CH2:24][O:23][C:22](=[O:25])[NH:21]1)([CH3:19])[CH3:18].C(=O)([O-])[O-].[Na+].[Na+], predict the reaction product. The product is: [C:1]([N:21]1[C@@H:20]([CH:17]([CH3:19])[CH3:18])[CH2:24][O:23][C:22]1=[O:25])(=[O:7])[CH2:2][CH2:3][CH2:4][CH3:5]. (3) Given the reactants C[O:2][C:3]([C:5]1[CH:10]=[N:9][C:8]([O:11][C:12]2[CH:17]=[CH:16][C:15]([CH:18]([CH3:33])[C:19]([OH:32])([C:24]3[CH:29]=[CH:28][C:27](=[O:30])[N:26]([CH3:31])[CH:25]=3)[C:20]([F:23])([F:22])[F:21])=[C:14]([Cl:34])[C:13]=2[Cl:35])=[CH:7][N:6]=1)=[O:4].[OH-].[Na+].Cl, predict the reaction product. The product is: [Cl:35][C:13]1[C:14]([Cl:34])=[C:15]([CH:18]([CH3:33])[C:19]([OH:32])([C:24]2[CH:29]=[CH:28][C:27](=[O:30])[N:26]([CH3:31])[CH:25]=2)[C:20]([F:23])([F:21])[F:22])[CH:16]=[CH:17][C:12]=1[O:11][C:8]1[N:9]=[CH:10][C:5]([C:3]([OH:4])=[O:2])=[N:6][CH:7]=1.